From a dataset of CYP1A2 inhibition data for predicting drug metabolism from PubChem BioAssay. Regression/Classification. Given a drug SMILES string, predict its absorption, distribution, metabolism, or excretion properties. Task type varies by dataset: regression for continuous measurements (e.g., permeability, clearance, half-life) or binary classification for categorical outcomes (e.g., BBB penetration, CYP inhibition). Dataset: cyp1a2_veith. (1) The compound is CCn1c(C)nc2c1C(=O)c1ccccc1C2=O. The result is 1 (inhibitor). (2) The drug is CC(=O)Nc1nonc1NC(=O)c1ccc(C(C)(C)C)cc1. The result is 1 (inhibitor). (3) The result is 0 (non-inhibitor). The drug is CCCC(C(=O)OCCN(CC)CC)(c1ccccc1)c1ccccc1. (4) The drug is S=C(NC1CCCCC1)N1CCC([C@H]2C=NC=N2)CC1. The result is 1 (inhibitor).